Dataset: Reaction yield outcomes from USPTO patents with 853,638 reactions. Task: Predict the reaction yield, written as a fraction of the theoretical maximum amount of product (1.0 means a 100% yield; for example, 0.34 means a 34% yield). (1) The reactants are [C:1](=[N:4][NH:5][C:6](=[O:16])[C:7]1[CH:12]=[CH:11][CH:10]=[C:9]([O:13][CH3:14])[C:8]=1[CH3:15])([CH3:3])[CH3:2].Cl[O:18][N:19]=[CH:20][C:21]1[CH:26]=[C:25]([CH3:27])[CH:24]=[C:23]([CH3:28])[CH:22]=1.C(Cl)(Cl)Cl.C([O-])([O-])=O.[K+].[K+]. The catalyst is O. The product is [CH3:28][C:23]1[CH:22]=[C:21]([C:20]2[N:4]([NH:5][C:6](=[O:16])[C:7]3[CH:12]=[CH:11][CH:10]=[C:9]([O:13][CH3:14])[C:8]=3[CH3:15])[C:1]([CH3:3])([CH3:2])[O:18][N:19]=2)[CH:26]=[C:25]([CH3:27])[CH:24]=1. The yield is 0.320. (2) The reactants are [Cl:1][C:2]1[CH:7]=[CH:6][C:5]([OH:8])=[CH:4][C:3]=1[N+:9]([O-:11])=[O:10].Cl[CH2:13][C:14]1[CH:19]=[CH:18][C:17]([O:20][CH3:21])=[CH:16][CH:15]=1.C(=O)([O-])[O-].[K+].[K+]. The catalyst is [I-].C([N+](CCCC)(CCCC)CCCC)CCC.CN(C)C=O. The product is [Cl:1][C:2]1[CH:7]=[CH:6][C:5]([O:8][CH2:13][C:14]2[CH:19]=[CH:18][C:17]([O:20][CH3:21])=[CH:16][CH:15]=2)=[CH:4][C:3]=1[N+:9]([O-:11])=[O:10]. The yield is 0.960.